Dataset: Full USPTO retrosynthesis dataset with 1.9M reactions from patents (1976-2016). Task: Predict the reactants needed to synthesize the given product. (1) Given the product [CH:1]1([CH:7]([NH:18][C:19]2[CH:20]=[CH:21][C:22]([C:25]([N:27]([CH3:35])[CH2:28][CH2:29][C:30]([OH:32])=[O:31])=[O:26])=[CH:23][CH:24]=2)[C:8]2[O:16][C:15]3[C:10](=[N:11][CH:12]=[CH:13][CH:14]=3)[C:9]=2[CH3:17])[CH2:6][CH2:5][CH2:4][CH2:3][CH2:2]1, predict the reactants needed to synthesize it. The reactants are: [CH:1]1([CH:7]([NH:18][C:19]2[CH:24]=[CH:23][C:22]([C:25]([N:27]([CH3:35])[CH2:28][CH2:29][C:30]([O:32]CC)=[O:31])=[O:26])=[CH:21][CH:20]=2)[C:8]2[O:16][C:15]3[C:10](=[N:11][CH:12]=[CH:13][CH:14]=3)[C:9]=2[CH3:17])[CH2:6][CH2:5][CH2:4][CH2:3][CH2:2]1.O1CCCC1.[OH-].[Na+]. (2) Given the product [OH:20][C@H:13]([C:14]1[CH:19]=[CH:18][CH:17]=[CH:16][CH:15]=1)[C@H:12]1[CH2:11][CH2:10][C@@H:9]([CH2:21][C:22]2[CH:30]=[CH:29][C:25]([C:26]([N:46]3[CH2:37][CH:36]([N:31]4[CH:35]=[CH:34][CH:33]=[N:32]4)[CH2:41][CH2:40][CH2:45]3)=[O:27])=[CH:24][CH:23]=2)[N:8]1[C:6]([O:5][C:1]([CH3:4])([CH3:3])[CH3:2])=[O:7], predict the reactants needed to synthesize it. The reactants are: [C:1]([O:5][C:6]([N:8]1[C@@H:12]([C@H:13]([OH:20])[C:14]2[CH:19]=[CH:18][CH:17]=[CH:16][CH:15]=2)[CH2:11][CH2:10][C@H:9]1[CH2:21][C:22]1[CH:30]=[CH:29][C:25]([C:26](O)=[O:27])=[CH:24][CH:23]=1)=[O:7])([CH3:4])([CH3:3])[CH3:2].[N:31]1([CH:36]2[CH2:41][CH2:40]NC[CH2:37]2)[CH:35]=[CH:34][CH:33]=[N:32]1.C1C=[N:46][C:45]2N(O)N=NC=2C=1.C(Cl)CCl.CCN(C(C)C)C(C)C. (3) Given the product [CH:1]1([N:4]([CH3:24])[C:5]2[N:9]=[C:8]([CH2:10][CH2:11][C:12]3[N:22]=[C:15]4[C:16]([CH3:21])=[N:17][CH:18]=[C:19]([CH3:20])[N:14]4[N:13]=3)[N:7]([CH3:23])[N:6]=2)[CH2:3][CH2:2]1, predict the reactants needed to synthesize it. The reactants are: [CH:1]1([N:4]([CH3:24])[C:5]2[N:9]=[C:8]([CH:10]=[CH:11][C:12]3[N:22]=[C:15]4[C:16]([CH3:21])=[N:17][CH:18]=[C:19]([CH3:20])[N:14]4[N:13]=3)[N:7]([CH3:23])[N:6]=2)[CH2:3][CH2:2]1. (4) Given the product [Cl:1][C:2]1[CH:7]=[C:6]([N+:8]([O-:10])=[O:9])[CH:5]=[CH:4][C:3]=1[N:11]1[CH2:16][CH2:15][N:14]([C:17]([C:19]2[C:23]([CH3:24])=[CH:22][N:21]([CH3:32])[C:20]=2[C:25]2[CH:30]=[CH:29][CH:28]=[CH:27][C:26]=2[Cl:31])=[O:18])[CH2:13][CH2:12]1, predict the reactants needed to synthesize it. The reactants are: [Cl:1][C:2]1[CH:7]=[C:6]([N+:8]([O-:10])=[O:9])[CH:5]=[CH:4][C:3]=1[N:11]1[CH2:16][CH2:15][N:14]([C:17]([C:19]2[C:23]([CH3:24])=[CH:22][NH:21][C:20]=2[C:25]2[CH:30]=[CH:29][CH:28]=[CH:27][C:26]=2[Cl:31])=[O:18])[CH2:13][CH2:12]1.[C:32](=O)(OC)OC. (5) Given the product [CH:1]1([N:6]2[CH:14]=[C:13]3[C:8]([N:9]([CH2:26][CH2:27][CH3:28])[C:10](=[O:25])[NH:11][C:12]3=[O:15])=[N:7]2)[CH2:2][CH2:3][CH2:4][CH2:5]1, predict the reactants needed to synthesize it. The reactants are: [CH:1]1([N:6]2[CH:14]=[C:13]3[C:8]([N:9]([CH2:26][CH2:27][CH3:28])[C:10](=[O:25])[N:11](CC4C=CC(OC)=CC=4)[C:12]3=[O:15])=[N:7]2)[CH2:5][CH2:4][CH2:3][CH2:2]1.[N+]([O-])([O-])=O.[Ce+4].[NH4+].[NH4+].[N+]([O-])([O-])=O.[N+]([O-])([O-])=O.[N+]([O-])([O-])=O.[N+]([O-])([O-])=O.[N+]([O-])([O-])=O. (6) Given the product [CH:20]1[C:21]2[C:26](=[CH:25][CH:24]=[CH:23][CH:22]=2)[CH:27]=[C:18]([NH:17][C:16](=[O:28])[O:15][CH2:14][C@@H:9]([N:7]([CH3:8])[C:6]([NH:5][CH2:4][C:3]2[CH:30]=[CH:31][CH:32]=[C:33]([F:34])[C:2]=2[Cl:1])=[O:29])[CH2:10][C:11](=[O:13])[NH:68][CH2:69][C:70]2[CH:75]=[N:74][CH:73]=[CH:72][N:71]=2)[N:19]=1, predict the reactants needed to synthesize it. The reactants are: [Cl:1][C:2]1[C:33]([F:34])=[CH:32][CH:31]=[CH:30][C:3]=1[CH2:4][NH:5][C:6](=[O:29])[N:7]([C@H:9]([CH2:14][O:15][C:16](=[O:28])[NH:17][C:18]1[N:19]=[CH:20][C:21]2[C:26]([CH:27]=1)=[CH:25][CH:24]=[CH:23][CH:22]=2)[CH2:10][C:11]([OH:13])=O)[CH3:8].CCN(C(C)C)C(C)C.CN(C(ON1N=NC2C=CC=CC1=2)=[N+](C)C)C.F[P-](F)(F)(F)(F)F.[NH2:68][CH2:69][C:70]1[CH:75]=[N:74][CH:73]=[CH:72][N:71]=1.